This data is from Reaction yield outcomes from USPTO patents with 853,638 reactions. The task is: Predict the reaction yield, written as a fraction of the theoretical maximum amount of product (1.0 means a 100% yield; for example, 0.34 means a 34% yield). (1) The reactants are [Cl-].O[NH3+:3].[C:4](=[O:7])([O-])[OH:5].[Na+].CS(C)=O.[Si]([O:20][CH2:21][CH2:22][N:23]1[C:28](=[O:29])[C:27]([CH2:30][C:31]2[CH:36]=[CH:35][C:34]([C:37]3[C:38]([C:43]#[N:44])=[CH:39][CH:40]=[CH:41][CH:42]=3)=[CH:33][CH:32]=2)=[C:26]([CH2:45][CH2:46][CH3:47])[N:25]2[N:48]=[CH:49][N:50]=[C:24]12)(C(C)(C)C)(C)C. The catalyst is O.C(OCC)(=O)C. The product is [OH:20][CH2:21][CH2:22][N:23]1[C:28](=[O:29])[C:27]([CH2:30][C:31]2[CH:36]=[CH:35][C:34]([C:37]3[CH:42]=[CH:41][CH:40]=[CH:39][C:38]=3[C:43]3[NH:44][C:4](=[O:7])[O:5][N:3]=3)=[CH:33][CH:32]=2)=[C:26]([CH2:45][CH2:46][CH3:47])[N:25]2[N:48]=[CH:49][N:50]=[C:24]12. The yield is 0.610. (2) The reactants are [CH3:1][C:2]1[CH:8]=[CH:7][C:5]([NH2:6])=[CH:4][CH:3]=1.[CH:9]([C:11]([CH3:13])=O)=[CH2:10]. The catalyst is C(O)(=O)C.[Cl-].[Zn+2].[Cl-]. The product is [CH3:13][C:11]1[C:7]2[C:5](=[CH:4][CH:3]=[C:2]([CH3:1])[CH:8]=2)[N:6]=[CH:10][CH:9]=1. The yield is 0.600. (3) The reactants are [C:1]([N:4]1[CH2:9][CH2:8][CH:7]([NH:10][C:11]([N:13]2[CH2:18][CH2:17][C@@H:16]([N:19]([C:21]([C:23]3[CH:28]=[CH:27][C:26]([Cl:29])=[CH:25][CH:24]=3)=[O:22])[CH3:20])[C@H:15]([C:30]3[CH:35]=[CH:34][C:33]([Cl:36])=[C:32]([Cl:37])[CH:31]=3)[CH2:14]2)=[O:12])[CH2:6][CH2:5]1)(=[O:3])[CH3:2].[CH3:38]C(C)([O-])C.[Na+].CI.O. The catalyst is CN(C=O)C. The product is [C:1]([N:4]1[CH2:5][CH2:6][CH:7]([N:10]([CH3:38])[C:11]([N:13]2[CH2:18][CH2:17][C@@H:16]([N:19]([C:21]([C:23]3[CH:28]=[CH:27][C:26]([Cl:29])=[CH:25][CH:24]=3)=[O:22])[CH3:20])[C@H:15]([C:30]3[CH:35]=[CH:34][C:33]([Cl:36])=[C:32]([Cl:37])[CH:31]=3)[CH2:14]2)=[O:12])[CH2:8][CH2:9]1)(=[O:3])[CH3:2]. The yield is 0.540. (4) The reactants are Br[C:2]1[CH:7]=[CH:6][C:5]([CH2:8][CH2:9][O:10][CH2:11][O:12][CH3:13])=[CH:4][CH:3]=1.CCCCCC.C([Li])CCC.CN(C)[CH:27]=[O:28].[Cl-].[NH4+]. The catalyst is O1CCCC1. The product is [CH3:13][O:12][CH2:11][O:10][CH2:9][CH2:8][C:5]1[CH:6]=[CH:7][C:2]([CH:27]=[O:28])=[CH:3][CH:4]=1. The yield is 0.740. (5) The reactants are [CH3:1][O:2][C:3]1[CH:4]=[C:5]2[C:10](=[CH:11][CH:12]=1)[CH:9]=[C:8]([OH:13])[CH:7]=[CH:6]2.CN(C)C=O.[Br:19]N1C(=O)CCC1=O. The catalyst is O. The product is [Br:19][C:9]1[C:10]2[C:5](=[CH:4][C:3]([O:2][CH3:1])=[CH:12][CH:11]=2)[CH:6]=[CH:7][C:8]=1[OH:13]. The yield is 0.870. (6) The reactants are C([O:3][C:4](=O)[CH2:5][NH:6][C:7]1[CH:12]=[CH:11][C:10]([F:13])=[C:9]([Cl:14])[CH:8]=1)C.[OH-].[Na+]. The catalyst is C1COCC1. The product is [OH:3][CH2:4][CH2:5][NH:6][C:7]1[CH:12]=[CH:11][C:10]([F:13])=[C:9]([Cl:14])[CH:8]=1. The yield is 0.900.